This data is from Reaction yield outcomes from USPTO patents with 853,638 reactions. The task is: Predict the reaction yield, written as a fraction of the theoretical maximum amount of product (1.0 means a 100% yield; for example, 0.34 means a 34% yield). (1) The reactants are [F:1][C:2]1[C:7]([F:8])=[CH:6][CH:5]=[CH:4][C:3]=1[NH:9][C:10](=[O:33])[CH2:11][N:12]1[CH:16]=[C:15]([NH:17][C:18]2[C:27]3[C:22](=[CH:23][C:24]([O:30][CH2:31][CH3:32])=[CH:25][C:26]=3[O:28]C)[N:21]=[CH:20][N:19]=2)[CH:14]=[N:13]1.Cl.N1C=CC=CC=1. The catalyst is N1C=CC=CC=1. The product is [F:1][C:2]1[C:7]([F:8])=[CH:6][CH:5]=[CH:4][C:3]=1[NH:9][C:10](=[O:33])[CH2:11][N:12]1[CH:16]=[C:15]([NH:17][C:18]2[C:27]3[C:22](=[CH:23][C:24]([O:30][CH2:31][CH3:32])=[CH:25][C:26]=3[OH:28])[N:21]=[CH:20][N:19]=2)[CH:14]=[N:13]1. The yield is 0.930. (2) The reactants are Cl.[Cl:2][C:3]1[CH:21]=[CH:20][C:6]([CH2:7][S:8][C:9]2[N:14]=[C:13]([C:15](Cl)=[O:16])[CH:12]=[CH:11][C:10]=2[C:18]#[N:19])=[CH:5][CH:4]=1.[CH:22]([N:25](CC)C(C)C)(C)C. The catalyst is CN(C)C=O. The product is [Cl:2][C:3]1[CH:21]=[CH:20][C:6]([CH2:7][S:8][C:9]2[N:14]=[C:13]([C:15]([NH:25][CH3:22])=[O:16])[CH:12]=[CH:11][C:10]=2[C:18]#[N:19])=[CH:5][CH:4]=1. The yield is 0.740.